Task: Regression. Given a peptide amino acid sequence and an MHC pseudo amino acid sequence, predict their binding affinity value. This is MHC class II binding data.. Dataset: Peptide-MHC class II binding affinity with 134,281 pairs from IEDB (1) The peptide sequence is AFKVENGSAAPQLTK. The MHC is HLA-DQA10101-DQB10501 with pseudo-sequence HLA-DQA10101-DQB10501. The binding affinity (normalized) is 0.127. (2) The peptide sequence is SQDLELSMNLNGLQAY. The MHC is HLA-DQA10301-DQB10302 with pseudo-sequence HLA-DQA10301-DQB10302. The binding affinity (normalized) is 0.462. (3) The binding affinity (normalized) is 0.768. The peptide sequence is FDPYGATISATPEKA. The MHC is HLA-DQA10401-DQB10402 with pseudo-sequence HLA-DQA10401-DQB10402. (4) The peptide sequence is YLEDARRLKAIYEKKK. The MHC is DRB1_0701 with pseudo-sequence DRB1_0701. The binding affinity (normalized) is 0.157. (5) The peptide sequence is DLLRESRGAPTMEIE. The MHC is DRB1_0101 with pseudo-sequence DRB1_0101. The binding affinity (normalized) is 0.731.